From a dataset of Forward reaction prediction with 1.9M reactions from USPTO patents (1976-2016). Predict the product of the given reaction. (1) Given the reactants [NH2:1][C:2]1[C:15]([Cl:16])=[CH:14][C:13]([Cl:17])=[CH:12][C:3]=1[C:4]([N:6]=[S:7]([CH2:10][CH3:11])[CH2:8][CH3:9])=[O:5].[Cl:18][C:19]1[C:20]([N:25]2[C:29]([C:30](Cl)=[O:31])=[CH:28][C:27]([C:33]([F:36])([F:35])[F:34])=[N:26]2)=[N:21][CH:22]=[CH:23][CH:24]=1, predict the reaction product. The product is: [Cl:18][C:19]1[C:20]([N:25]2[C:29]([C:30]([NH:1][C:2]3[C:3]([C:4](=[O:5])[N:6]=[S:7]([CH2:8][CH3:9])[CH2:10][CH3:11])=[CH:12][C:13]([Cl:17])=[CH:14][C:15]=3[Cl:16])=[O:31])=[CH:28][C:27]([C:33]([F:36])([F:34])[F:35])=[N:26]2)=[N:21][CH:22]=[CH:23][CH:24]=1. (2) Given the reactants Cl.[F:2][C:3]1[CH:8]=[C:7]([F:9])[CH:6]=[CH:5][C:4]=1[N:10]1[CH:14]([C:15]2[CH:20]=[C:19]([N:21]3[CH2:26][CH2:25][NH:24][CH2:23][CH2:22]3)[CH:18]=[CH:17][N:16]=2)[CH2:13][C:12]([C:27]([F:33])([F:32])[C:28]([F:31])([F:30])[F:29])=[N:11]1.C(N(CC)CC)C.[CH3:41][S:42](Cl)(=[O:44])=[O:43], predict the reaction product. The product is: [F:2][C:3]1[CH:8]=[C:7]([F:9])[CH:6]=[CH:5][C:4]=1[N:10]1[CH:14]([C:15]2[CH:20]=[C:19]([N:21]3[CH2:26][CH2:25][N:24]([S:42]([CH3:41])(=[O:44])=[O:43])[CH2:23][CH2:22]3)[CH:18]=[CH:17][N:16]=2)[CH2:13][C:12]([C:27]([F:33])([F:32])[C:28]([F:29])([F:30])[F:31])=[N:11]1. (3) Given the reactants C(O[CH:4]=[C:5]([C:11]([O:13]CC)=O)[C:6]([O:8][CH2:9][CH3:10])=[O:7])C.[CH3:16][C:17]1[CH:18]=[CH:19][C:20]([NH2:23])=[N:21][CH:22]=1.C1CCN2C(=NCCC2)CC1.C(#N)C, predict the reaction product. The product is: [CH3:16][C:17]1[CH:18]=[CH:19][C:20]2[N:21]([CH:22]=1)[C:11](=[O:13])[C:5]([C:6]([O:8][CH2:9][CH3:10])=[O:7])=[CH:4][N:23]=2. (4) Given the reactants I[C:2]1[C:10]2[C:5](=[CH:6][CH:7]=[C:8]([O:11][CH3:12])[CH:9]=2)[N:4]([CH3:13])[CH:3]=1.[CH3:14][C:15]1([CH3:22])[C:19]([CH3:21])([CH3:20])[O:18][BH:17][O:16]1, predict the reaction product. The product is: [CH3:12][O:11][C:8]1[CH:9]=[C:10]2[C:5](=[CH:6][CH:7]=1)[N:4]([CH3:13])[CH:3]=[C:2]2[B:17]1[O:18][C:19]([CH3:21])([CH3:20])[C:15]([CH3:22])([CH3:14])[O:16]1. (5) Given the reactants [CH3:1][N:2]1[C@@H:19]2[CH2:20][C:7]3[CH:8]=[CH:9][C:10]([O:22][CH3:23])=[C:11]4[O:12][C@H:13]5[C:14]([CH2:16][CH2:17][C@:18]2([OH:21])[C@:5]5([C:6]=34)[CH2:4][CH2:3]1)=[O:15].[C:24]1(=[O:34])[O:29][C:27](=[O:28])[C:26]2=[CH:30][CH:31]=[CH:32][CH:33]=[C:25]12, predict the reaction product. The product is: [CH3:23][O:22][C:10]1[CH:9]=[CH:8][C:7]2[CH2:20][C@H:19]3[N:2]([CH3:1])[CH2:3][CH2:4][C@:5]45[C:6]=2[C:11]=1[O:12][C@H:13]4[C:14](=[O:15])[CH2:16][CH2:17][C@@:18]35[O:21][C:24](=[O:34])[C:25]1[C:26](=[CH:30][CH:31]=[CH:32][CH:33]=1)[C:27]([OH:29])=[O:28]. (6) Given the reactants [CH2:1]([C:3]([C:16]1[CH:29]=[CH:28][C:19]([O:20][CH2:21][C:22](=[O:27])[C:23]([CH3:26])([CH3:25])[CH3:24])=[C:18]([CH3:30])[CH:17]=1)([C:6]1[O:7][C:8]2[CH:14]=[C:13]([OH:15])[CH:12]=[CH:11][C:9]=2[CH:10]=1)[CH2:4][CH3:5])[CH3:2].CCN(CC)CC.[CH3:38][S:39](Cl)(=[O:41])=[O:40], predict the reaction product. The product is: [CH3:26][C:23]([CH3:25])([CH3:24])[C:22](=[O:27])[CH2:21][O:20][C:19]1[CH:28]=[CH:29][C:16]([C:3]([C:6]2[O:7][C:8]3[CH:14]=[C:13]([O:15][S:39]([CH3:38])(=[O:41])=[O:40])[CH:12]=[CH:11][C:9]=3[CH:10]=2)([CH2:4][CH3:5])[CH2:1][CH3:2])=[CH:17][C:18]=1[CH3:30].